From a dataset of Forward reaction prediction with 1.9M reactions from USPTO patents (1976-2016). Predict the product of the given reaction. (1) Given the reactants [CH3:1][O:2][C:3]1[CH:16]=[CH:15][CH:14]=[CH:13][C:4]=1/[N:5]=[CH:6]/[C:7]1[CH:12]=[CH:11][CH:10]=[CH:9][CH:8]=1.[Li][C:18]([CH3:21])([CH3:20])[CH3:19].O, predict the reaction product. The product is: [CH3:19][C:18]([CH3:21])([CH3:20])[CH:6]([NH:5][C:4]1[CH:13]=[CH:14][CH:15]=[CH:16][C:3]=1[O:2][CH3:1])[C:7]1[CH:12]=[CH:11][CH:10]=[CH:9][CH:8]=1. (2) Given the reactants [Cl:1][C:2]1[C:3]([F:16])=[C:4]2[C:9](=[CH:10][CH:11]=1)[N:8]=[CH:7][C:6]([N+:12]([O-:14])=[O:13])=[C:5]2O.P(Br)(Br)([Br:19])=O, predict the reaction product. The product is: [Br:19][C:5]1[C:4]2[C:9](=[CH:10][CH:11]=[C:2]([Cl:1])[C:3]=2[F:16])[N:8]=[CH:7][C:6]=1[N+:12]([O-:14])=[O:13]. (3) The product is: [Cl:44][C:41]1[CH:42]=[CH:43][C:38]([C:34]2([C:32]([N:28]3[CH2:29][CH2:30][CH2:31][CH:26]([CH2:25][O:8][C:5]4[CH:6]=[CH:7][C:2]([F:1])=[CH:3][CH:4]=4)[CH2:27]3)=[O:33])[CH2:37][CH2:36][CH2:35]2)=[CH:39][CH:40]=1. Given the reactants [F:1][C:2]1[CH:7]=[CH:6][C:5]([OH:8])=[CH:4][CH:3]=1.C(=O)([O-])[O-].[Cs+].[Cs+].O1C2C=CC(O[CH2:25][CH:26]3[CH2:31][CH2:30][CH2:29][N:28]([C:32]([C:34]4([C:38]5[CH:43]=[CH:42][C:41]([Cl:44])=[CH:40][CH:39]=5)[CH2:37][CH2:36][CH2:35]4)=[O:33])[CH2:27]3)=CC=2OC1, predict the reaction product. (4) Given the reactants Cl[C:2]1[C:11]([O:12][CH2:13][CH:14]2[CH2:16][CH2:15]2)=[C:10]([Cl:17])[C:9]2[C:4](=[CH:5][CH:6]=[C:7]([C:18]([C:30]3[N:34]([CH3:35])[CH:33]=[N:32][CH:31]=3)([C:20]3[CH:21]=[N:22][C:23]([C:26]([F:29])([F:28])[F:27])=[CH:24][CH:25]=3)[OH:19])[CH:8]=2)[N:3]=1.C(O)(C(F)(F)F)=O.[NH:43]1[CH2:46][CH2:45][CH2:44]1, predict the reaction product. The product is: [N:43]1([C:2]2[C:11]([O:12][CH2:13][CH:14]3[CH2:16][CH2:15]3)=[C:10]([Cl:17])[C:9]3[C:4](=[CH:5][CH:6]=[C:7]([C:18]([C:30]4[N:34]([CH3:35])[CH:33]=[N:32][CH:31]=4)([C:20]4[CH:21]=[N:22][C:23]([C:26]([F:28])([F:29])[F:27])=[CH:24][CH:25]=4)[OH:19])[CH:8]=3)[N:3]=2)[CH2:46][CH2:45][CH2:44]1. (5) The product is: [CH:1]1([C@H:5]([NH:7][C:8]2[N:16]=[C:15]([C:17]([OH:19])=[O:18])[N:14]=[C:13]3[C:9]=2[N:10]([CH2:31][C:32]2[CH:37]=[CH:36][C:35]([C:38]([F:39])([F:40])[F:41])=[CH:34][CH:33]=2)[C:11]([NH:21][C@H:22]([C:24]2[CH:29]=[CH:28][C:27]([F:30])=[CH:26][CH:25]=2)[CH3:23])=[N:12]3)[CH3:6])[CH2:4][CH2:3][CH2:2]1. Given the reactants [CH:1]1([C@H:5]([NH:7][C:8]2[N:16]=[C:15]([C:17]([O:19]C)=[O:18])[N:14]=[C:13]3[C:9]=2[N:10]([CH2:31][C:32]2[CH:37]=[CH:36][C:35]([C:38]([F:41])([F:40])[F:39])=[CH:34][CH:33]=2)[C:11]([NH:21][C@@H:22]([C:24]2[CH:29]=[CH:28][C:27]([F:30])=[CH:26][CH:25]=2)[CH3:23])=[N:12]3)[CH3:6])[CH2:4][CH2:3][CH2:2]1.[Li+].[OH-], predict the reaction product.